The task is: Predict the product of the given reaction.. This data is from Forward reaction prediction with 1.9M reactions from USPTO patents (1976-2016). (1) Given the reactants [Br:1][C:2]1[CH:3]=[C:4]([CH:7]=[CH:8][CH:9]=1)[CH:5]=[O:6].[CH2:10](O)[CH2:11][OH:12].C(=O)(O)[O-].[Na+], predict the reaction product. The product is: [Br:1][C:2]1[CH:3]=[C:4]([CH:5]2[O:12][CH2:11][CH2:10][O:6]2)[CH:7]=[CH:8][CH:9]=1. (2) Given the reactants C(OC([N:8]([CH2:53][C:54]1[CH:59]=[CH:58][C:57]([Cl:60])=[CH:56][CH:55]=1)[CH2:9][C:10]([C@:12]12[CH2:48][C:47](=[O:49])[C:46]([CH:50]([CH3:52])[CH3:51])=[C:13]1[C@@H:14]1[C@@:27]([CH3:30])([CH2:28][CH2:29]2)[C@@:26]2([CH3:31])[C@@H:17]([C@:18]3([CH3:45])[C@@H:23]([CH2:24][CH2:25]2)[C:22]([CH3:33])([CH3:32])[C@@H:21]([O:34][C:35](=[O:44])[CH2:36][C:37]([CH3:43])([CH3:42])[CH2:38][C:39]([OH:41])=[O:40])[CH2:20][CH2:19]3)[CH2:16][CH2:15]1)=[O:11])=O)(C)(C)C.FC(F)(F)C(O)=O, predict the reaction product. The product is: [Cl:60][C:57]1[CH:56]=[CH:55][C:54]([CH2:53][NH:8][CH2:9][C:10]([C@:12]23[CH2:48][C:47](=[O:49])[C:46]([CH:50]([CH3:51])[CH3:52])=[C:13]2[C@@H:14]2[C@@:27]([CH3:30])([CH2:28][CH2:29]3)[C@@:26]3([CH3:31])[C@@H:17]([C@:18]4([CH3:45])[C@@H:23]([CH2:24][CH2:25]3)[C:22]([CH3:32])([CH3:33])[C@@H:21]([O:34][C:35](=[O:44])[CH2:36][C:37]([CH3:42])([CH3:43])[CH2:38][C:39]([OH:41])=[O:40])[CH2:20][CH2:19]4)[CH2:16][CH2:15]2)=[O:11])=[CH:59][CH:58]=1. (3) Given the reactants [CH:1]1([N:4]([CH2:6][C:7]2[CH:8]=[C:9]([C:21]#[CH:22])[CH:10]=[C:11]3[C:16]=2[O:15][C:14]([CH3:18])([CH3:17])[CH2:13][C:12]3([CH3:20])[CH3:19])[CH3:5])[CH2:3][CH2:2]1.[CH3:23][O:24][C:25](=[O:54])[C:26]([C:29]1[CH:34]=[CH:33][C:32](C#CC2C=C(C3CC3)C3OC4(CC4)CC(C)(C)C=3C=2)=[CH:31][CH:30]=1)([CH3:28])[CH3:27].C(N(CC)CC)C.C(OCC)(=O)C, predict the reaction product. The product is: [CH3:23][O:24][C:25](=[O:54])[C:26]([C:29]1[CH:30]=[CH:31][C:32]([C:22]#[C:21][C:9]2[CH:10]=[C:11]3[C:16](=[C:7]([CH2:6][N:4]([CH:1]4[CH2:2][CH2:3]4)[CH3:5])[CH:8]=2)[O:15][C:14]([CH3:17])([CH3:18])[CH2:13][C:12]3([CH3:20])[CH3:19])=[CH:33][CH:34]=1)([CH3:28])[CH3:27]. (4) The product is: [F:37][C:38]([F:43])([F:42])[C:39]([OH:41])=[O:40].[Cl:26][C:22]1[C:21]([F:27])=[C:20]2[NH:19][C:18](=[O:28])[C:10]3([CH:9]([C:29]4[CH:34]=[CH:33][CH:32]=[C:31]([Cl:35])[C:30]=4[F:36])[CH:8]([C:6]([OH:7])=[O:5])[NH:12][CH:11]3[CH2:13][C:14]([CH3:16])([CH3:15])[CH3:17])[C:25]2=[CH:24][CH:23]=1. Given the reactants C([O:5][C:6]([CH:8]1[NH:12][CH:11]([CH2:13][C:14]([CH3:17])([CH3:16])[CH3:15])[C:10]2([C:25]3[C:20](=[C:21]([F:27])[C:22]([Cl:26])=[CH:23][CH:24]=3)[NH:19][C:18]2=[O:28])[CH:9]1[C:29]1[CH:34]=[CH:33][CH:32]=[C:31]([Cl:35])[C:30]=1[F:36])=[O:7])(C)(C)C.[F:37][C:38]([F:43])([F:42])[C:39]([OH:41])=[O:40], predict the reaction product. (5) Given the reactants [Br:1][C:2]1[CH:9]=[CH:8][C:7]([O:10][CH3:11])=[CH:6][C:3]=1[CH2:4]Br.[CH3:12][C@H:13]1[C@@H:17]([C:18]2[CH:23]=[CH:22][CH:21]=[CH:20][CH:19]=2)[O:16][C:15](=[O:24])[NH:14]1, predict the reaction product. The product is: [Br:1][C:2]1[CH:9]=[CH:8][C:7]([O:10][CH3:11])=[CH:6][C:3]=1[CH2:4][N:14]1[C@@H:13]([CH3:12])[C@@H:17]([C:18]2[CH:23]=[CH:22][CH:21]=[CH:20][CH:19]=2)[O:16][C:15]1=[O:24]. (6) Given the reactants [NH2:1][C:2]1[CH:7]=[CH:6][C:5](Br)=[CH:4][N:3]=1.[C:9]([O:13][CH2:14][C:15]1[CH:20]=[CH:19][CH:18]=[CH:17][CH:16]=1)(=[O:12])[CH:10]=[CH2:11].C(N(C(C)C)CC)(C)C, predict the reaction product. The product is: [NH2:1][C:2]1[N:3]=[CH:4][C:5](/[CH:11]=[CH:10]/[C:9]([O:13][CH2:14][C:15]2[CH:20]=[CH:19][CH:18]=[CH:17][CH:16]=2)=[O:12])=[CH:6][CH:7]=1. (7) Given the reactants [Cl:1][C:2]1[CH:7]=[CH:6][C:5]([CH:8]([CH3:18])[CH2:9][C:10]([OH:17])([C:13]([F:16])([F:15])[F:14])[CH:11]=O)=[C:4]([O:19][CH3:20])[C:3]=1[F:21].[NH2:22][C:23]1[CH:32]=[C:31]([F:33])[CH:30]=[C:29]2[C:24]=1[CH:25]=[N:26][C:27]([CH3:34])=[N:28]2, predict the reaction product. The product is: [Cl:1][C:2]1[CH:7]=[CH:6][C:5]([CH:8]([CH3:18])[CH2:9][C:10]([C:13]([F:14])([F:15])[F:16])([OH:17])[CH:11]=[N:22][C:23]2[CH:32]=[C:31]([F:33])[CH:30]=[C:29]3[C:24]=2[CH:25]=[N:26][C:27]([CH3:34])=[N:28]3)=[C:4]([O:19][CH3:20])[C:3]=1[F:21]. (8) Given the reactants [O:1]([CH3:13])[C@@H:2]1[O:10][C@H:9]([CH2:11][OH:12])[C@@H:7]([OH:8])[C@H:5]([OH:6])[C@H:3]1[OH:4].CO[CH:16](OC)[C:17]1[CH:22]=[CH:21][CH:20]=[CH:19][CH:18]=1.C(OCC)(=O)C.C(N(CC)CC)C, predict the reaction product. The product is: [CH3:13][O:1][C@@H:2]1[O:10][C@@H:9]2[CH2:11][O:12][CH:16]([C:17]3[CH:22]=[CH:21][CH:20]=[CH:19][CH:18]=3)[O:8][C@H:7]2[C@H:5]([OH:6])[C@H:3]1[OH:4]. (9) Given the reactants [C:1]([O:5][C:6](=[O:21])[NH:7][C@@H:8]([C@@H:18]1[CH2:20][O:19]1)[CH2:9][C:10]1[CH:15]=[C:14]([F:16])[CH:13]=[CH:12][C:11]=1[F:17])([CH3:4])([CH3:3])[CH3:2].[C:22]([NH:26][C:27](=[O:33])[C@@H:28]1[CH2:32][CH2:31][CH2:30][NH:29]1)([CH3:25])([CH3:24])[CH3:23], predict the reaction product. The product is: [C:1]([O:5][C:6](=[O:21])[NH:7][C@H:8]([CH2:9][C:10]1[CH:15]=[C:14]([F:16])[CH:13]=[CH:12][C:11]=1[F:17])[C@@H:18]([OH:19])[CH2:20][N:29]1[CH2:30][CH2:31][CH2:32][C@H:28]1[C:27](=[O:33])[NH:26][C:22]([CH3:24])([CH3:23])[CH3:25])([CH3:4])([CH3:3])[CH3:2]. (10) Given the reactants [S:1]1[C:5]2[CH:6]=[CH:7][CH:8]=[CH:9][C:4]=2[N:3]=[C:2]1[C:10]1[O:11][C:12]2[C:17]([C:18](=[O:20])[CH:19]=1)=[CH:16][C:15](Br)=[CH:14][CH:13]=2.[C:22]([N:29]1[CH2:34][CH2:33][NH:32][CH2:31][CH2:30]1)([O:24][C:25]([CH3:28])([CH3:27])[CH3:26])=[O:23].COC1C=CC=C(OC)C=1C1C=CC=CC=1P(C1CCCCC1)C1CCCCC1.C([O-])([O-])=O.[Cs+].[Cs+], predict the reaction product. The product is: [S:1]1[C:5]2[CH:6]=[CH:7][CH:8]=[CH:9][C:4]=2[N:3]=[C:2]1[C:10]1[O:11][C:12]2[C:17]([C:18](=[O:20])[CH:19]=1)=[CH:16][C:15]([N:32]1[CH2:31][CH2:30][N:29]([C:22]([O:24][C:25]([CH3:28])([CH3:27])[CH3:26])=[O:23])[CH2:34][CH2:33]1)=[CH:14][CH:13]=2.